Dataset: Reaction yield outcomes from USPTO patents with 853,638 reactions. Task: Predict the reaction yield, written as a fraction of the theoretical maximum amount of product (1.0 means a 100% yield; for example, 0.34 means a 34% yield). (1) The reactants are [NH2:1][C:2]1[N:7]=[C:6]([NH2:8])[C:5]([OH:9])=[C:4]([CH2:10][CH3:11])[N:3]=1.[OH-].[K+].[CH2:14]([O:16][C:17]([CH2:19][CH2:20][CH2:21][O:22][C:23]1[CH:24]=[C:25]2[C:30](=[CH:31][CH:32]=1)[N:29]=[C:28]([CH3:33])[CH:27]=[C:26]2[O:34][CH2:35][CH2:36][CH2:37]Br)=[O:18])[CH3:15]. The catalyst is CN(C=O)C. The product is [NH2:1][C:2]1[N:7]=[C:6]([NH2:8])[C:5]([O:9][CH2:37][CH2:36][CH2:35][O:34][C:26]2[C:25]3[C:30](=[CH:31][CH:32]=[C:23]([O:22][CH2:21][CH2:20][CH2:19][C:17]([O:16][CH2:14][CH3:15])=[O:18])[CH:24]=3)[N:29]=[C:28]([CH3:33])[CH:27]=2)=[C:4]([CH2:10][CH3:11])[N:3]=1. The yield is 0.370. (2) The reactants are [NH2:1][C:2]([C:27]1[CH:28]=[N:29][C:30]([Cl:33])=[CH:31][CH:32]=1)([C:21]1[N:22]([CH3:26])[CH:23]=[N:24][CH:25]=1)[C:3]1[CH:4]=[C:5]2[C:10](=[CH:11][CH:12]=1)[NH:9][C:8](=[O:13])[CH:7]=[C:6]2[C:14]1[CH:19]=[CH:18][CH:17]=[C:16]([Cl:20])[CH:15]=1.[CH:34](=O)[C:35]1[CH:40]=[CH:39][C:38]([O:41][CH3:42])=[CH:37][CH:36]=1.[OH-].N.C(OCC)(=O)C. The catalyst is C(O)(=O)C. The product is [Cl:20][C:16]1[CH:15]=[C:14]([C:6]2[C:5]3[C:10](=[CH:11][CH:12]=[C:3]([C:2]([C:27]4[CH:28]=[N:29][C:30]([Cl:33])=[CH:31][CH:32]=4)([N:1]=[CH:34][C:35]4[CH:40]=[CH:39][C:38]([O:41][CH3:42])=[CH:37][CH:36]=4)[C:21]4[N:22]([CH3:26])[CH:23]=[N:24][CH:25]=4)[CH:4]=3)[NH:9][C:8](=[O:13])[CH:7]=2)[CH:19]=[CH:18][CH:17]=1. The yield is 0.780. (3) The reactants are [F:1][C:2]1[CH:24]=[CH:23][C:5]([O:6][C:7]2[CH:8]=[C:9]3[C:13](=[CH:14][C:15]=2[C:16]([NH2:18])=[O:17])[N:12]([CH2:19][CH:20]([CH3:22])[CH3:21])[N:11]=[CH:10]3)=[CH:4][CH:3]=1.C(N1C=CN=C1)(N1C=CN=C1)=O.[N:37]1([CH2:43][CH2:44][CH2:45]N)[CH2:42][CH2:41][O:40][CH2:39][CH2:38]1. The catalyst is C1COCC1. The product is [N:37]1([CH2:43][CH2:44][CH2:45][NH:18][C:16]([C:15]2[CH:14]=[C:13]3[C:9]([CH:10]=[N:11][N:12]3[CH2:19][CH:20]([CH3:22])[CH3:21])=[CH:8][C:7]=2[O:6][C:5]2[CH:23]=[CH:24][C:2]([F:1])=[CH:3][CH:4]=2)=[O:17])[CH2:42][CH2:41][O:40][CH2:39][CH2:38]1. The yield is 0.700. (4) The reactants are [F:1][C:2]1[C:3]([NH:12][C:13]2[CH:18]=[CH:17][C:16]([S:19]([CH3:22])(=[O:21])=[O:20])=[CH:15][C:14]=2[F:23])=[C:4]([CH:8]=[CH:9][C:10]=1[F:11])[C:5](O)=[O:6].C1N=CN(C(N2C=NC=C2)=O)C=1.[NH2:36][O:37][CH2:38][CH2:39][OH:40]. No catalyst specified. The product is [F:1][C:2]1[C:3]([NH:12][C:13]2[CH:18]=[CH:17][C:16]([S:19]([CH3:22])(=[O:20])=[O:21])=[CH:15][C:14]=2[F:23])=[C:4]([CH:8]=[CH:9][C:10]=1[F:11])[C:5]([NH:36][O:37][CH2:38][CH2:39][OH:40])=[O:6]. The yield is 0.520. (5) The reactants are [CH3:1][N:2]([CH3:27])[CH2:3][CH:4]([NH:12][C:13]1[C:22]2[C:17](=[C:18]([C:24]([NH2:26])=[O:25])[CH:19]=[C:20]([OH:23])[CH:21]=2)[N:16]=[CH:15][N:14]=1)[C:5]1[CH:10]=[CH:9][CH:8]=[C:7]([F:11])[CH:6]=1.C([O-])([O-])=O.[Cs+].[Cs+].[CH2:34](Br)[CH3:35]. The catalyst is CN(C=O)C. The product is [CH3:1][N:2]([CH3:27])[CH2:3][CH:4]([NH:12][C:13]1[C:22]2[C:17](=[C:18]([C:24]([NH2:26])=[O:25])[CH:19]=[C:20]([O:23][CH2:34][CH3:35])[CH:21]=2)[N:16]=[CH:15][N:14]=1)[C:5]1[CH:10]=[CH:9][CH:8]=[C:7]([F:11])[CH:6]=1. The yield is 0.150.